From a dataset of Reaction yield outcomes from USPTO patents with 853,638 reactions. Predict the reaction yield, written as a fraction of the theoretical maximum amount of product (1.0 means a 100% yield; for example, 0.34 means a 34% yield). (1) The reactants are [F:1][C:2]1[CH:3]=[C:4]([CH:6]=[C:7]([F:9])[CH:8]=1)[NH2:5].[Li]CCCC.Cl[Si](C)(C)C.[CH3:20][N:21]1[CH2:26][CH2:25][C:24](=[O:27])[CH2:23][CH2:22]1.Cl. The product is [F:1][C:2]1[CH:3]=[C:4]([CH:6]=[C:7]([F:9])[C:8]=1[C:24]1([OH:27])[CH2:25][CH2:26][N:21]([CH3:20])[CH2:22][CH2:23]1)[NH2:5]. The yield is 0.710. The catalyst is C1COCC1. (2) The reactants are [C:1]([O:7][C:8]([CH3:11])([CH3:10])[CH3:9])(=[O:6])[CH2:2][C:3]([CH3:5])=O.[F:12][C:13]1[CH:20]=[C:19]([Br:21])[CH:18]=[CH:17][C:14]=1[CH:15]=O.[NH4+:22].[OH-:23]. The catalyst is CCO.C(Cl)Cl. The product is [Br:21][C:19]1[CH:18]=[CH:17][C:14]([CH:15]2[C:2]([C:1]([O:7][C:8]([CH3:11])([CH3:10])[CH3:9])=[O:6])=[C:3]([CH3:5])[NH:22][C:3]([CH3:5])=[C:2]2[C:1]([O:7][C:8]([CH3:11])([CH3:10])[CH3:9])=[O:23])=[C:13]([F:12])[CH:20]=1. The yield is 0.280. (3) The reactants are [OH-].[Na+].[F:3][CH2:4][CH2:5][O:6][C:7]1[CH:12]=[CH:11][C:10]([OH:13])=[CH:9][CH:8]=1.[CH2:14]([CH:16]1[O:18][CH2:17]1)Cl.CCOC(C)=O. The catalyst is O. The product is [F:3][CH2:4][CH2:5][O:6][C:7]1[CH:12]=[CH:11][C:10]([O:13][CH2:14][CH:16]2[CH2:17][O:18]2)=[CH:9][CH:8]=1. The yield is 0.480.